This data is from Catalyst prediction with 721,799 reactions and 888 catalyst types from USPTO. The task is: Predict which catalyst facilitates the given reaction. (1) Reactant: Cl.[NH2:2][C@@H:3]1[CH2:7][O:6][CH2:5][C@H:4]1[OH:8].S=[C:10]1[CH2:14][S:13][C:12](=[O:15])[NH:11]1.C(N(C(C)C)C(C)C)C. Product: [OH:8][C@@H:4]1[CH2:5][O:6][CH2:7][C@H:3]1[NH:2][C:10]1[CH2:14][S:13][C:12](=[O:15])[N:11]=1. The catalyst class is: 8. (2) Reactant: [C:1]([O:20][CH2:21][C:22]([NH:24][NH2:25])=[O:23])([C:14]1[CH:19]=[CH:18][CH:17]=[CH:16][CH:15]=1)([C:8]1[CH:13]=[CH:12][CH:11]=[CH:10][CH:9]=1)[C:2]1[CH:7]=[CH:6][CH:5]=[CH:4][CH:3]=1.[CH2:26]([N:29]=[C:30]=[O:31])[CH2:27][CH3:28]. Product: [CH2:26]([NH:29][C:30]([NH:25][NH:24][C:22](=[O:23])[CH2:21][O:20][C:1]([C:8]1[CH:13]=[CH:12][CH:11]=[CH:10][CH:9]=1)([C:14]1[CH:15]=[CH:16][CH:17]=[CH:18][CH:19]=1)[C:2]1[CH:3]=[CH:4][CH:5]=[CH:6][CH:7]=1)=[O:31])[CH2:27][CH3:28]. The catalyst class is: 7. (3) Reactant: [CH2:1]([SH:4])[CH2:2][SH:3].[OH2:5].[C:6]1([CH3:16])[CH:11]=[CH:10][C:9](S(O)(=O)=O)=[CH:8][CH:7]=1.[C:17](=[O:20])([O-])O.[Na+]. Product: [S:3]1[C:9]2([CH2:10][CH2:11][CH:6]([C:16]3[CH:8]=[CH:7][C:6]([OH:5])=[CH:11][C:17]=3[OH:20])[CH2:7][CH2:8]2)[S:4][CH2:1][CH2:2]1. The catalyst class is: 11. (4) Reactant: [Si]([O:8][C@H:9]([C:29]1[CH:34]=[CH:33][CH:32]=[C:31]([Cl:35])[CH:30]=1)[C@:10]([NH:19][C@@H:20]([CH2:27][CH3:28])[CH2:21][S:22][C:23]([CH3:26])([CH3:25])[CH3:24])([C:12]1[CH:17]=[CH:16][C:15]([Cl:18])=[CH:14][CH:13]=1)[CH3:11])(C(C)(C)C)(C)C.[F-].C([N+](CCCC)(CCCC)CCCC)CCC. Product: [C:23]([S:22][CH2:21][C@@H:20]([NH:19][C@@:10]([C:12]1[CH:17]=[CH:16][C:15]([Cl:18])=[CH:14][CH:13]=1)([CH3:11])[C@@H:9]([C:29]1[CH:34]=[CH:33][CH:32]=[C:31]([Cl:35])[CH:30]=1)[OH:8])[CH2:27][CH3:28])([CH3:24])([CH3:25])[CH3:26]. The catalyst class is: 1. (5) Reactant: [NH4+].[N:2]#[C:3][S-:4].[CH3:5][CH:6]([CH3:10])[C:7](Cl)=[O:8].[NH2:11][C:12]1[CH:13]=[C:14]([CH:31]=[CH:32][C:33]=1[CH3:34])[C:15]([N:17]1[CH2:22][CH2:21][CH:20]([C:23]2[CH:30]=[CH:29][C:26]([C:27]#[N:28])=[CH:25][CH:24]=2)[CH2:19][CH2:18]1)=[O:16]. Product: [C:27]([C:26]1[CH:25]=[CH:24][C:23]([CH:20]2[CH2:19][CH2:18][N:17]([C:15]([C:14]3[CH:31]=[CH:32][C:33]([CH3:34])=[C:12]([NH:11][C:3]([NH:2][C:7](=[O:8])[CH:6]([CH3:10])[CH3:5])=[S:4])[CH:13]=3)=[O:16])[CH2:22][CH2:21]2)=[CH:30][CH:29]=1)#[N:28]. The catalyst class is: 21.